Predict the product of the given reaction. From a dataset of Forward reaction prediction with 1.9M reactions from USPTO patents (1976-2016). (1) Given the reactants [CH3:1][O:2][C:3]1[CH:24]=[C:23]([O:25][CH3:26])[CH:22]=[C:21]([O:27][CH3:28])[C:4]=1[CH2:5][S:6][C:7](=[NH:20])[C:8]([C:18]#[N:19])=[C:9]([SH:17])[NH:10][C:11]1[CH:12]=[N:13][CH:14]=[CH:15][CH:16]=1.N1C=CC=CC=1.II.[ClH:37], predict the reaction product. The product is: [ClH:37].[N:13]1[CH:14]=[CH:15][CH:16]=[C:11]([NH:10][C:9]2[S:17][N:20]=[C:7]([S:6][CH2:5][C:4]3[C:21]([O:27][CH3:28])=[CH:22][C:23]([O:25][CH3:26])=[CH:24][C:3]=3[O:2][CH3:1])[C:8]=2[C:18]#[N:19])[CH:12]=1. (2) Given the reactants [F:1][C:2]1[CH:7]=[CH:6][C:5]([N:8]([CH2:31][CH2:32][C:33]([O:35][CH2:36][CH3:37])=[O:34])[C:9]([C:11]2[CH:30]=[CH:29][C:14]3[N:15]([CH3:28])[C:16]([CH2:18][NH:19][C:20]4[CH:25]=[CH:24][C:23]([C:26]#[N:27])=[CH:22][CH:21]=4)=[N:17][C:13]=3[CH:12]=2)=[O:10])=[CH:4][CH:3]=1.[ClH:38].C(O)C.C(=O)([O-])[O-].[NH4+:46].[NH4+], predict the reaction product. The product is: [ClH:38].[F:1][C:2]1[CH:3]=[CH:4][C:5]([N:8]([CH2:31][CH2:32][C:33]([O:35][CH2:36][CH3:37])=[O:34])[C:9]([C:11]2[CH:30]=[CH:29][C:14]3[N:15]([CH3:28])[C:16]([CH2:18][NH:19][C:20]4[CH:25]=[CH:24][C:23]([C:26](=[NH:46])[NH2:27])=[CH:22][CH:21]=4)=[N:17][C:13]=3[CH:12]=2)=[O:10])=[CH:6][CH:7]=1. (3) Given the reactants Cl.CO.[C:4]([C:6]1[CH:7]=[C:8]2[N:14]=[C:13]([C:15]([C:21]3[C:29]([CH:30]4[CH2:32][CH2:31]4)=[CH:28][C:27]([CH3:33])=[C:26]4[C:22]=3[CH:23]=[CH:24][N:25]4[C:34]([O:36][C:37]([CH3:40])([CH3:39])[CH3:38])=[O:35])([OH:20])[C:16]([F:19])([F:18])[F:17])[N:12](COCC[Si](C)(C)C)[C:9]2=[N:10][CH:11]=1)#[N:5].C([O-])(O)=O.[Na+], predict the reaction product. The product is: [C:4]([C:6]1[CH:7]=[C:8]2[N:14]=[C:13]([C:15]([C:21]3[C:29]([CH:30]4[CH2:31][CH2:32]4)=[CH:28][C:27]([CH3:33])=[C:26]4[C:22]=3[CH:23]=[CH:24][N:25]4[C:34]([O:36][C:37]([CH3:40])([CH3:39])[CH3:38])=[O:35])([OH:20])[C:16]([F:19])([F:18])[F:17])[NH:12][C:9]2=[N:10][CH:11]=1)#[N:5]. (4) Given the reactants [C:1]([CH:3]([CH2:8][C:9]([C:11]1[CH:16]=[CH:15][CH:14]=[CH:13][C:12]=1[F:17])=O)[C:4]([O:6][CH3:7])=[O:5])#[N:2], predict the reaction product. The product is: [F:17][C:12]1[CH:13]=[CH:14][CH:15]=[CH:16][C:11]=1[C:9]1[NH:2][CH:1]=[C:3]([C:4]([O:6][CH3:7])=[O:5])[CH:8]=1. (5) The product is: [F:22][C:21]([F:24])([F:23])[C:19]([OH:25])=[O:20].[CH3:18][O:17][C:15](=[O:16])[C@H:13]([O:12][CH:10]1[CH2:11][NH:8][CH2:9]1)[CH3:14]. Given the reactants C(OC([N:8]1[CH2:11][CH:10]([O:12][C@@H:13]([C:15]([O:17][CH3:18])=[O:16])[CH3:14])[CH2:9]1)=O)(C)(C)C.[C:19]([OH:25])([C:21]([F:24])([F:23])[F:22])=[O:20], predict the reaction product. (6) Given the reactants Br[C:2]1[CH:3]=[C:4]2[C:9](=[CH:10][CH:11]=1)[N:8]=[C:7]([O:12][CH3:13])[C:6]([CH2:14][N:15]1[CH2:18][CH:17]([C:19]([F:22])([F:21])[F:20])[CH2:16]1)=[C:5]2[Cl:23].[CH3:24][N:25]1[C:29]([C:30]([C:32]2[CH:33]=[N:34][C:35]([C:38]([F:41])([F:40])[F:39])=[CH:36][CH:37]=2)=[O:31])=[CH:28][N:27]=[CH:26]1, predict the reaction product. The product is: [Cl:23][C:5]1[C:4]2[C:9](=[CH:10][CH:11]=[C:2]([C:30]([C:29]3[N:25]([CH3:24])[CH:26]=[N:27][CH:28]=3)([C:32]3[CH:33]=[N:34][C:35]([C:38]([F:40])([F:39])[F:41])=[CH:36][CH:37]=3)[OH:31])[CH:3]=2)[N:8]=[C:7]([O:12][CH3:13])[C:6]=1[CH2:14][N:15]1[CH2:18][CH:17]([C:19]([F:22])([F:21])[F:20])[CH2:16]1. (7) Given the reactants [CH2:1]([O:3][C:4](=[O:12])[C:5]1[CH:10]=[CH:9][CH:8]=[C:7]([NH2:11])[CH:6]=1)[CH3:2].CCN(CC)CC.[Cl:20][C:21]1[CH:29]=[CH:28][CH:27]=[CH:26][C:22]=1[C:23](Cl)=[O:24], predict the reaction product. The product is: [CH2:1]([O:3][C:4](=[O:12])[C:5]1[CH:10]=[CH:9][CH:8]=[C:7]([NH:11][C:23](=[O:24])[C:22]2[CH:26]=[CH:27][CH:28]=[CH:29][C:21]=2[Cl:20])[CH:6]=1)[CH3:2]. (8) Given the reactants [Cl:1][C:2]1[CH:3]=[C:4](B(O)O)[CH:5]=[CH:6][CH:7]=1.C(=O)([O-])O.[Na+].Cl[C:17]1[N:22]=[C:21]([S:23][CH3:24])[N:20]=[C:19]([S:25][CH2:26][C:27]([O:29][CH2:30][CH3:31])=[O:28])[C:18]=1[C:32]#[N:33], predict the reaction product. The product is: [CH2:30]([O:29][C:27]([C:26]1[S:25][C:19]2[N:20]=[C:21]([S:23][CH3:24])[N:22]=[C:17]([C:4]3[CH:5]=[CH:6][CH:7]=[C:2]([Cl:1])[CH:3]=3)[C:18]=2[C:32]=1[NH2:33])=[O:28])[CH3:31]. (9) The product is: [F:1][C:2]1[CH:7]=[CH:6][C:5]([C:8]([NH:12][NH2:11])=[O:9])=[CH:4][CH:3]=1. Given the reactants [F:1][C:2]1[CH:7]=[CH:6][C:5]([C:8]2[O:9]C=[N:11][N:12]=2)=[CH:4][CH:3]=1.FC1C=CC(CCC([O-])=O)=CC=1.O.NN, predict the reaction product. (10) Given the reactants Cl[C:2]1[CH:7]=[CH:6][CH:5]=[CH:4][C:3]=1[NH:8][C:9]1[NH:14][C:13]2=[C:15]([OH:22])[CH:16]=[C:17]([N+:19]([O-:21])=[O:20])[CH:18]=[C:12]2[S:11](=[O:24])(=[O:23])[N:10]=1.C[O:26][C:27]1[C:32]2NC(=O)NS(=O)(=O)[C:31]=2[CH:30]=[C:29]([N+]([O-])=O)[CH:28]=1.O(C1C=CC=CC=1N)C1C=CC=CC=1, predict the reaction product. The product is: [N+:19]([C:17]1[CH:18]=[C:12]2[S:11](=[O:24])(=[O:23])[N:10]=[C:9]([NH:8][C:3]3[CH:4]=[CH:5][CH:6]=[CH:7][C:2]=3[O:26][C:27]3[CH:32]=[CH:31][CH:30]=[CH:29][CH:28]=3)[NH:14][C:13]2=[C:15]([OH:22])[CH:16]=1)([O-:21])=[O:20].